From a dataset of Forward reaction prediction with 1.9M reactions from USPTO patents (1976-2016). Predict the product of the given reaction. (1) The product is: [CH2:53]([N:55]([CH3:63])[CH:56]1[CH2:61][CH2:60][CH:59]([NH:62][C:33]([C:30]2[CH:31]=[CH:32][C:27]([C:24]3[CH:23]=[CH:22][C:21]([CH2:20][C@H:19]([NH:18][C:16]([C@H:13]4[CH2:14][CH2:15][C@H:10]([CH2:9][NH:8][C:6](=[O:7])[O:5][C:1]([CH3:2])([CH3:4])[CH3:3])[CH2:11][CH2:12]4)=[O:17])[C:37](=[O:50])[NH:38][C:39]4[CH:40]=[CH:41][C:42]([C:45]5[NH:49][N:48]=[N:47][N:46]=5)=[CH:43][CH:44]=4)=[CH:26][CH:25]=3)=[C:28]([CH3:36])[CH:29]=2)=[O:35])[CH2:58][CH2:57]1)[CH3:54]. Given the reactants [C:1]([O:5][C:6]([NH:8][CH2:9][C@H:10]1[CH2:15][CH2:14][C@H:13]([C:16]([NH:18][C@H:19]([C:37](=[O:50])[NH:38][C:39]2[CH:44]=[CH:43][C:42]([C:45]3[NH:49][N:48]=[N:47][N:46]=3)=[CH:41][CH:40]=2)[CH2:20][C:21]2[CH:26]=[CH:25][C:24]([C:27]3[CH:32]=[CH:31][C:30]([C:33]([OH:35])=O)=[CH:29][C:28]=3[CH3:36])=[CH:23][CH:22]=2)=[O:17])[CH2:12][CH2:11]1)=[O:7])([CH3:4])([CH3:3])[CH3:2].Cl.Cl.[CH2:53]([N:55]([CH3:63])[CH:56]1[CH2:61][CH2:60][CH:59]([NH2:62])[CH2:58][CH2:57]1)[CH3:54].C(NC(C)C)(C)C.CN(C(ON1N=NC2C=CC=NC1=2)=[N+](C)C)C.F[P-](F)(F)(F)(F)F, predict the reaction product. (2) The product is: [CH3:1][O:2][C:3]1[CH:4]=[CH:5][C:6]([C:9]2[CH:10]=[CH:11][C:12]([O:15][CH2:16][C:17]3[CH:18]=[C:19]([C:23]([NH:38][S:35]([CH2:34][CH2:33][CH2:32][N:26]4[CH2:27][CH2:28][O:29][CH2:30][CH2:31]4)(=[O:36])=[O:37])=[O:24])[O:20][C:21]=3[CH3:22])=[CH:13][CH:14]=2)=[CH:7][CH:8]=1. Given the reactants [CH3:1][O:2][C:3]1[CH:8]=[CH:7][C:6]([C:9]2[CH:14]=[CH:13][C:12]([O:15][CH2:16][C:17]3[CH:18]=[C:19]([C:23](O)=[O:24])[O:20][C:21]=3[CH3:22])=[CH:11][CH:10]=2)=[CH:5][CH:4]=1.[N:26]1([CH2:32][CH2:33][CH2:34][S:35]([NH2:38])(=[O:37])=[O:36])[CH2:31][CH2:30][O:29][CH2:28][CH2:27]1, predict the reaction product. (3) Given the reactants [O:1]=[C:2]1[NH:8][C:7]2[CH:9]=[CH:10][CH:11]=[CH:12][C:6]=2[O:5][C@H:4]([C:13]2[CH:18]=[CH:17][CH:16]=[CH:15][CH:14]=2)[C@@H:3]1[NH:19][C:20](=[O:24])[C@H:21]([CH3:23])[NH2:22].[F:25][C:26]1[CH:27]=[C:28]([CH2:33][C:34](O)=[O:35])[CH:29]=[C:30]([F:32])[CH:31]=1.C1C=CC2N(O)N=NC=2C=1.CN1CCOCC1.CCN=C=NCCCN(C)C.Cl, predict the reaction product. The product is: [F:25][C:26]1[CH:27]=[C:28]([CH2:33][C:34]([NH:22][C@H:21]([C:20]([NH:19][C@@H:3]2[C:2](=[O:1])[NH:8][C:7]3[CH:9]=[CH:10][CH:11]=[CH:12][C:6]=3[O:5][C@@H:4]2[C:13]2[CH:18]=[CH:17][CH:16]=[CH:15][CH:14]=2)=[O:24])[CH3:23])=[O:35])[CH:29]=[C:30]([F:32])[CH:31]=1. (4) Given the reactants [C:1]([N:4]1[C:12]2[C:7](=[CH:8][C:9]([N+:13]([O-])=O)=[CH:10][CH:11]=2)[CH2:6][CH2:5]1)(=[O:3])[CH3:2], predict the reaction product. The product is: [C:1]([N:4]1[C:12]2[C:7](=[CH:8][C:9]([NH2:13])=[CH:10][CH:11]=2)[CH2:6][CH2:5]1)(=[O:3])[CH3:2].